Dataset: Full USPTO retrosynthesis dataset with 1.9M reactions from patents (1976-2016). Task: Predict the reactants needed to synthesize the given product. Given the product [C:4]([O:3][C:1](=[O:2])[NH:8][C@@H:9]([C:13]([CH:21]1[C:22](=[O:23])[O:24][C:17]([CH3:25])([CH3:16])[O:18][C:19]1=[O:20])=[O:15])[CH:10]([CH3:11])[CH3:12])([CH3:5])([CH3:6])[CH3:7], predict the reactants needed to synthesize it. The reactants are: [C:1]([NH:8][C@@H:9]([C:13]([OH:15])=O)[CH:10]([CH3:12])[CH3:11])([O:3][C:4]([CH3:7])([CH3:6])[CH3:5])=[O:2].[CH3:16][C:17]1([CH3:25])[O:24][C:22](=[O:23])[CH2:21][C:19](=[O:20])[O:18]1.